This data is from Reaction yield outcomes from USPTO patents with 853,638 reactions. The task is: Predict the reaction yield, written as a fraction of the theoretical maximum amount of product (1.0 means a 100% yield; for example, 0.34 means a 34% yield). The reactants are I[C:2]1[N:3]([CH2:28][CH2:29][CH3:30])[C:4](=[O:27])[C:5]2[NH:6][C:7]([C:11]3[CH:12]=[N:13][N:14]([CH2:16][C:17]4[CH:22]=[CH:21][CH:20]=[C:19](C(F)(F)F)[CH:18]=4)[CH:15]=3)=[N:8][C:9]=2[N:10]=1.C1COCC1.[F:36][C:37](I)([F:39])[F:38]. The catalyst is [Zn].CN(P(N(C)C)(N(C)C)=O)C. The product is [CH2:28]([N:3]1[C:4](=[O:27])[C:5]2[NH:6][C:7]([C:11]3[CH:12]=[N:13][N:14]([CH2:16][C:17]4[CH:22]=[CH:21][CH:20]=[C:19]([C:37]([F:39])([F:38])[F:36])[CH:18]=4)[CH:15]=3)=[N:8][C:9]=2[N:10]=[C:2]1[C:37]([F:39])([F:38])[F:36])[CH2:29][CH3:30]. The yield is 0.140.